Dataset: Full USPTO retrosynthesis dataset with 1.9M reactions from patents (1976-2016). Task: Predict the reactants needed to synthesize the given product. (1) The reactants are: [C:1]([C:4]1[C:9]([C:10]2[CH:15]=[CH:14][CH:13]=[CH:12][CH:11]=2)=[N:8][N:7]([CH2:16][CH3:17])[C:6](=[O:18])[C:5]=1[N+:19]([O-])=O)(=[O:3])[CH3:2].N[C:23]1[CH:32]=[CH:31][C:30]([OH:33])=[C:29]2[C:24]=1[CH:25]=[CH:26][CH:27]=[N:28]2. Given the product [C:1]([C:4]1[C:9]([C:10]2[CH:15]=[CH:14][CH:13]=[CH:12][CH:11]=2)=[N:8][N:7]([CH2:16][CH3:17])[C:6](=[O:18])[C:5]=1[NH:19][C:23]1[CH:32]=[CH:31][C:30]([OH:33])=[C:29]2[C:24]=1[CH:25]=[CH:26][CH:27]=[N:28]2)(=[O:3])[CH3:2], predict the reactants needed to synthesize it. (2) Given the product [C:8]([C:1]12[CH2:7][CH:6]1[CH2:5][CH2:4][CH2:3][CH2:2]2)#[CH:10], predict the reactants needed to synthesize it. The reactants are: [C:1]12([CH:8]=O)[CH2:7][CH:6]1[CH2:5][CH2:4][CH2:3][CH2:2]2.[CH3:10]/C(/[O-])=C(/P(OC)(OC)=O)\[N+]#N.C(=O)([O-])[O-].[K+].[K+].CCOCC.